This data is from Full USPTO retrosynthesis dataset with 1.9M reactions from patents (1976-2016). The task is: Predict the reactants needed to synthesize the given product. (1) Given the product [CH:24]1([NH:23][C:21]([C:16]2[CH:15]=[C:14]([C:11]3[CH:12]=[CH:13][C:8]([C:6]4[O:7][C:3]([CH2:2][NH:33][CH2:32][CH:29]5[CH2:31][CH2:30]5)=[N:4][N:5]=4)=[CH:9][CH:10]=3)[C:19]([CH3:20])=[CH:18][CH:17]=2)=[O:22])[CH2:26][CH2:25]1, predict the reactants needed to synthesize it. The reactants are: Cl[CH2:2][C:3]1[O:7][C:6]([C:8]2[CH:13]=[CH:12][C:11]([C:14]3[C:19]([CH3:20])=[CH:18][CH:17]=[C:16]([C:21]([NH:23][CH:24]4[CH2:26][CH2:25]4)=[O:22])[CH:15]=3)=[CH:10][CH:9]=2)=[N:5][N:4]=1.[I-].[K+].[CH:29]1([CH2:32][NH2:33])[CH2:31][CH2:30]1. (2) Given the product [F:12][C:2]([F:11])([F:1])[C:3]1[CH:8]=[CH:7][N:6]=[C:5]([CH2:9][O:10][CH2:16][C:17]([OH:19])=[O:18])[CH:4]=1, predict the reactants needed to synthesize it. The reactants are: [F:1][C:2]([F:12])([F:11])[C:3]1[CH:8]=[CH:7][N:6]=[C:5]([CH2:9][OH:10])[CH:4]=1.[H-].[Na+].Br[CH2:16][C:17]([O:19]C(C)(C)C)=[O:18].O. (3) Given the product [N+:11]([C:6]1[CH:7]=[CH:8][CH:9]=[CH:10][C:5]=1[C:3]1[CH:20]=[C:15]2[N:14]([CH:2]=1)[CH:19]=[CH:18][CH:17]=[CH:16]2)([O-:13])=[O:12], predict the reactants needed to synthesize it. The reactants are: Br[CH2:2][C:3]([C:5]1[CH:10]=[CH:9][CH:8]=[CH:7][C:6]=1[N+:11]([O-:13])=[O:12])=O.[N:14]1[CH:19]=[CH:18][CH:17]=[CH:16][C:15]=1[CH3:20].CC(C)=O.C(N(CC)CC)C. (4) Given the product [CH3:1][C:2]1[C:6]([C:7]2[CH:12]=[C:11]([OH:13])[CH:10]=[CH:9][C:8]=2[CH2:15][CH2:16][C:17]([O:19][CH2:20][CH3:21])=[O:18])=[C:5]([CH3:22])[O:4][N:3]=1, predict the reactants needed to synthesize it. The reactants are: [CH3:1][C:2]1[C:6]([C:7]2[CH:12]=[C:11]([O:13]C)[CH:10]=[CH:9][C:8]=2[CH2:15][CH2:16][C:17]([O:19][CH2:20][CH3:21])=[O:18])=[C:5]([CH3:22])[O:4][N:3]=1.B(Br)(Br)Br. (5) Given the product [NH2:28][C:27]1[CH:26]=[CH:25][C:12]([CH2:13][N:14]2[C:15](=[O:24])[C:16]3[C:21](=[CH:20][CH:19]=[CH:18][CH:17]=3)[C:22]2=[O:23])=[CH:11][C:10]=1[CH3:9], predict the reactants needed to synthesize it. The reactants are: O.O.[Sn](Cl)(Cl)(Cl)Cl.Cl.[CH3:9][C:10]1[CH:11]=[C:12]([CH:25]=[CH:26][C:27]=1[N+:28]([O-])=O)[CH2:13][N:14]1[C:22](=[O:23])[C:21]2[C:16](=[CH:17][CH:18]=[CH:19][CH:20]=2)[C:15]1=[O:24].[OH-].[Na+]. (6) Given the product [N:36]1([CH2:1][C:3]2[CH:12]=[C:11]3[C:6]([C@H:7]([NH:13][C:14](=[O:35])[CH2:15][CH:16]4[CH2:21][CH2:20][CH2:19][CH2:18][N:17]4[S:22]([C:25]4[CH:30]=[CH:29][CH:28]=[C:27]([C:31]([F:33])([F:32])[F:34])[CH:26]=4)(=[O:24])=[O:23])[CH2:8][CH2:9][O:10]3)=[CH:5][CH:4]=2)[CH2:41][CH2:40][CH2:39][CH2:38][CH2:37]1, predict the reactants needed to synthesize it. The reactants are: [CH:1]([C:3]1[CH:12]=[C:11]2[C:6]([C@H:7]([NH:13][C:14](=[O:35])[CH2:15][CH:16]3[CH2:21][CH2:20][CH2:19][CH2:18][N:17]3[S:22]([C:25]3[CH:30]=[CH:29][CH:28]=[C:27]([C:31]([F:34])([F:33])[F:32])[CH:26]=3)(=[O:24])=[O:23])[CH2:8][CH2:9][O:10]2)=[CH:5][CH:4]=1)=O.[NH:36]1[CH2:41][CH2:40][CH2:39][CH2:38][CH2:37]1.[BH-](OC(C)=O)(OC(C)=O)OC(C)=O.[Na+]. (7) Given the product [F:1][C:2]1([F:25])[CH2:7][CH2:6][C:5]([CH2:9][NH:10][C:11]([C:13]2[C:14]3[CH:15]=[CH:16][C:17]([N:39]4[CH2:40][CH2:41][C@@H:37]([N:36]([CH3:42])[CH3:35])[CH2:38]4)=[N:18][C:19]=3[CH:20]=[CH:21][C:22]=2[Cl:23])=[O:12])([OH:8])[CH2:4][CH2:3]1, predict the reactants needed to synthesize it. The reactants are: [F:1][C:2]1([F:25])[CH2:7][CH2:6][C:5]([CH2:9][NH:10][C:11]([C:13]2[C:14]3[CH:15]=[CH:16][C:17](Cl)=[N:18][C:19]=3[CH:20]=[CH:21][C:22]=2[Cl:23])=[O:12])([OH:8])[CH2:4][CH2:3]1.CCN(C(C)C)C(C)C.[CH3:35][N:36]([CH3:42])[C@@H:37]1[CH2:41][CH2:40][NH:39][CH2:38]1. (8) The reactants are: Br[C:2]1[CH:10]=[CH:9][CH:8]=[C:7]2[C:3]=1[C:4]1([CH2:22][O:21][C:20]3[CH:23]=[C:24]4[C:28](=[CH:29][C:19]1=3)[CH2:27][CH2:26][O:25]4)[C:5](=[O:18])[N:6]2[CH2:11][C:12]1[CH:17]=[CH:16][CH:15]=[CH:14][N:13]=1.BrC1C=CC=C2C=1C1(C3=CC4OCOC=4C=C3OC1)C(=O)N2CCCCC.[N:57]1[CH:62]=[C:61](B(O)O)[CH:60]=[N:59][CH:58]=1.CN(C)C1N=CC(B(O)O)=CC=1. Given the product [N:13]1[CH:14]=[CH:15][CH:16]=[CH:17][C:12]=1[CH2:11][N:6]1[C:7]2[C:3](=[C:2]([C:61]3[CH:62]=[N:57][CH:58]=[N:59][CH:60]=3)[CH:10]=[CH:9][CH:8]=2)[C:4]2([CH2:22][O:21][C:20]3[CH:23]=[C:24]4[C:28](=[CH:29][C:19]2=3)[CH2:27][CH2:26][O:25]4)[C:5]1=[O:18], predict the reactants needed to synthesize it. (9) Given the product [CH3:13][O:12][C:9]1[CH:10]=[CH:11][C:6]([C:3]([O:5][CH3:20])([CH3:4])[C:2]([F:15])([F:16])[F:1])=[CH:7][C:8]=1[CH3:14], predict the reactants needed to synthesize it. The reactants are: [F:1][C:2]([F:16])([F:15])[C:3]([C:6]1[CH:11]=[CH:10][C:9]([O:12][CH3:13])=[C:8]([CH3:14])[CH:7]=1)([OH:5])[CH3:4].[H-].[Na+].I[CH3:20].O. (10) Given the product [N:25]1[CH:26]=[CH:27][CH:28]=[CH:29][C:24]=1[O:23][CH2:22][C:21]1[CH:20]=[CH:19][C:18]([CH2:17][N:1]2[CH:5]=[C:4]([C:6]3[C:7]([NH2:13])=[N:8][C:9]([NH2:12])=[CH:10][CH:11]=3)[CH:3]=[N:2]2)=[CH:31][CH:30]=1, predict the reactants needed to synthesize it. The reactants are: [NH:1]1[CH:5]=[C:4]([C:6]2[C:7]([NH2:13])=[N:8][C:9]([NH2:12])=[CH:10][CH:11]=2)[CH:3]=[N:2]1.[H-].[Na+].Cl[CH2:17][C:18]1[CH:31]=[CH:30][C:21]([CH2:22][O:23][C:24]2[CH:29]=[CH:28][CH:27]=[CH:26][N:25]=2)=[CH:20][CH:19]=1.